Predict which catalyst facilitates the given reaction. From a dataset of Catalyst prediction with 721,799 reactions and 888 catalyst types from USPTO. (1) Reactant: Cl[C:2]1[N:7]=[CH:6][N:5]=[C:4]([C:8]#[N:9])[CH:3]=1.[CH3:10][NH2:11]. Product: [CH3:10][NH:11][C:2]1[N:7]=[CH:6][N:5]=[C:4]([C:8]#[N:9])[CH:3]=1. The catalyst class is: 1. (2) The catalyst class is: 162. Reactant: [CH2:1]([NH:8][S:9]([CH2:12][C@:13]12[C:19]([CH3:21])([CH3:20])[C@H:16]([CH2:17][CH2:18]1)[CH2:15][C:14]2=[N:22]O)(=[O:11])=[O:10])[C:2]1[CH:7]=[CH:6][CH:5]=[CH:4][CH:3]=1.C([O-])(=O)C.[Na+].Cl.C(N)(C)(C)C. Product: [CH2:1]([NH:8][S:9]([CH2:12][C@:13]12[C:19]([CH3:20])([CH3:21])[C@H:16]([CH2:17][CH2:18]1)[CH2:15][C@H:14]2[NH2:22])(=[O:11])=[O:10])[C:2]1[CH:7]=[CH:6][CH:5]=[CH:4][CH:3]=1. (3) Reactant: [C:1]([C:5]1[CH:13]=[CH:12][C:8]([C:9](Cl)=[O:10])=[CH:7][CH:6]=1)([CH3:4])([CH3:3])[CH3:2].[CH3:14][C:15]1[C:20]([B:21]2[O:25][C:24]([CH3:27])([CH3:26])[C:23]([CH3:29])([CH3:28])[O:22]2)=[CH:19][CH:18]=[CH:17][C:16]=1[NH2:30].C(N(CC)CC)C.O. Product: [C:1]([C:5]1[CH:13]=[CH:12][C:8]([C:9]([NH:30][C:16]2[CH:17]=[CH:18][CH:19]=[C:20]([B:21]3[O:25][C:24]([CH3:26])([CH3:27])[C:23]([CH3:29])([CH3:28])[O:22]3)[C:15]=2[CH3:14])=[O:10])=[CH:7][CH:6]=1)([CH3:4])([CH3:3])[CH3:2]. The catalyst class is: 4. (4) Reactant: [Cl:1][C:2]1[C:3]([F:12])=[CH:4][C:5]([OH:11])=[C:6]([C:8](=[O:10])[CH3:9])[CH:7]=1.[I:13]N1C(=O)CCC1=O.O. Product: [Cl:1][C:2]1[C:3]([F:12])=[C:4]([I:13])[C:5]([OH:11])=[C:6]([C:8](=[O:10])[CH3:9])[CH:7]=1. The catalyst class is: 15. (5) Reactant: [C:1]1([C:7]([C:15]2[CH:20]=[CH:19][CH:18]=[CH:17][CH:16]=2)([CH:9]2[CH2:14][CH2:13][NH:12][CH2:11][CH2:10]2)[OH:8])[CH:6]=[CH:5][CH:4]=[CH:3][CH:2]=1.C(#N)C.[C:24]([C:28]1[CH:35]=[CH:34][C:31]([CH2:32]Br)=[CH:30][CH:29]=1)([CH3:27])([CH3:26])[CH3:25]. Product: [C:24]([C:28]1[CH:29]=[CH:30][C:31]([CH2:32][N:12]2[CH2:13][CH2:14][CH:9]([C:7]([C:15]3[CH:20]=[CH:19][CH:18]=[CH:17][CH:16]=3)([C:1]3[CH:2]=[CH:3][CH:4]=[CH:5][CH:6]=3)[OH:8])[CH2:10][CH2:11]2)=[CH:34][CH:35]=1)([CH3:27])([CH3:25])[CH3:26]. The catalyst class is: 25.